Dataset: Catalyst prediction with 721,799 reactions and 888 catalyst types from USPTO. Task: Predict which catalyst facilitates the given reaction. (1) Reactant: N1C=CN=C1.[Si:6](Cl)([C:9]([CH3:12])([CH3:11])[CH3:10])([CH3:8])[CH3:7].[OH:14][CH2:15][CH2:16][NH:17][CH2:18][C:19]1[CH:20]=[C:21]2[C:25](=[CH:26][CH:27]=1)[N:24]([C:28]([O:30][C:31]([CH3:34])([CH3:33])[CH3:32])=[O:29])[CH:23]=[CH:22]2. Product: [Si:6]([O:14][CH2:15][CH2:16][NH:17][CH2:18][C:19]1[CH:20]=[C:21]2[C:25](=[CH:26][CH:27]=1)[N:24]([C:28]([O:30][C:31]([CH3:34])([CH3:33])[CH3:32])=[O:29])[CH:23]=[CH:22]2)([C:9]([CH3:12])([CH3:11])[CH3:10])([CH3:8])[CH3:7]. The catalyst class is: 3. (2) Reactant: [NH2:1][C:2]1[C:3]([C:20]2[O:24][C:23]([C:25]3[CH:30]=[CH:29][C:28]([CH2:31][N:32]([CH3:40])C(=O)OC(C)(C)C)=[CH:27][C:26]=3Cl)=[N:22][N:21]=2)=[N:4][C:5]([C:8]2[CH:13]=[CH:12][C:11]([S:14]([CH:17]([CH3:19])[CH3:18])(=[O:16])=[O:15])=[CH:10][CH:9]=2)=[CH:6][N:7]=1.C1(C=CC(=[O:59])C=CC2C=CC=CC=2)C=CC=CC=1.C(P(C(C)(C)C)C1C=CC=CC=1C1C(C(C)C)=CC(C(C)C)=CC=1C(C)C)(C)(C)C.[OH-].[K+].C(O)(C(F)(F)F)=O. Product: [NH2:1][C:2]1[C:3]([C:20]2[O:24][C:23]([C:25]3[CH:30]=[CH:29][C:28]([CH2:31][NH:32][CH3:40])=[CH:27][C:26]=3[OH:59])=[N:22][N:21]=2)=[N:4][C:5]([C:8]2[CH:13]=[CH:12][C:11]([S:14]([CH:17]([CH3:19])[CH3:18])(=[O:16])=[O:15])=[CH:10][CH:9]=2)=[CH:6][N:7]=1. The catalyst class is: 505. (3) The catalyst class is: 254. Product: [CH2:18]([O:19][CH:20]1[C@@H:24]2[CH:25]=[N:26][C:27]3[CH:34]=[C:33]([O:35][CH3:36])[CH:32]=[CH:31][C:28]=3[C:29](=[O:30])[N:23]2[CH2:22][CH2:21]1)[CH2:17][CH2:16][CH2:15][CH2:14][CH2:13][CH2:12][CH2:11][CH2:10][CH2:9][CH2:8][O:51][CH:52]1[C@@H:56]2[CH:57]=[N:58][C:59]3[CH:66]=[C:65]([O:67][CH3:68])[CH:64]=[CH:63][C:60]=3[C:61](=[O:62])[N:55]2[CH2:54][CH2:53]1. Reactant: C(O)(C(F)(F)F)=O.[CH2:8]([O:51][CH:52]1[C@H:56]2[C@H:57](OC3CCCCO3)[N:58](C(OC(C)(C)C)=O)[C:59]3[CH:66]=[C:65]([O:67][CH3:68])[CH:64]=[CH:63][C:60]=3[C:61](=[O:62])[N:55]2[CH2:54][CH2:53]1)[CH2:9][CH2:10][CH2:11][CH2:12][CH2:13][CH2:14][CH2:15][CH2:16][CH2:17][CH2:18][O:19][CH:20]1[C@H:24]2[C@H:25](OC3CCCCO3)[N:26](C(OC(C)(C)C)=O)[C:27]3[CH:34]=[C:33]([O:35][CH3:36])[CH:32]=[CH:31][C:28]=3[C:29](=[O:30])[N:23]2[CH2:22][CH2:21]1.C([O-])(O)=O.[Na+]. (4) Reactant: C1(P(C2C=CC=CC=2)C2C=CC=CC=2)C=CC=CC=1.N(C(OC(C)C)=O)=NC(OC(C)C)=O.[Br:34][C:35]1[CH:40]=[CH:39][C:38]([C@@H:41]2[CH2:44][C@H:43]([OH:45])[CH2:42]2)=[C:37]([O:46][CH3:47])[CH:36]=1.[N+](C1C=CC(C(O)=O)=CC=1)([O-])=O.[OH-].[Na+]. Product: [Br:34][C:35]1[CH:40]=[CH:39][C:38]([C@H:41]2[CH2:42][C@H:43]([OH:45])[CH2:44]2)=[C:37]([O:46][CH3:47])[CH:36]=1. The catalyst class is: 7. (5) Reactant: [CH3:1][N:2]1[C:15]2[C:10](=[CH:11][CH:12]=[CH:13][CH:14]=2)[C:4]2([CH2:9][CH2:8][O:7][CH2:6][CH2:5]2)[C:3]1=[O:16].[N+:17]([O-])([OH:19])=[O:18]. Product: [CH3:1][N:2]1[C:15]2[C:10](=[CH:11][C:12]([N+:17]([O-:19])=[O:18])=[CH:13][CH:14]=2)[C:4]2([CH2:9][CH2:8][O:7][CH2:6][CH2:5]2)[C:3]1=[O:16]. The catalyst class is: 15. (6) Reactant: C([O-])([O-])=O.[K+].[K+].[CH2:7]([O:9][C:10](=[O:35])[CH2:11][C:12]1[CH:17]=[CH:16][CH:15]=[C:14]([NH:18][C:19]([C:21]2[C:22]([C:27]3[C:32](F)=[CH:31][CH:30]=[CH:29][C:28]=3[Cl:34])=[N:23][O:24][C:25]=2[CH3:26])=[O:20])[N:13]=1)[CH3:8]. Product: [CH2:7]([O:9][C:10](=[O:35])[CH2:11][C:12]1[CH:17]=[CH:16][CH:15]=[C:14]([N:18]2[C:32]3[CH:31]=[CH:30][CH:29]=[C:28]([Cl:34])[C:27]=3[C:22]3=[N:23][O:24][C:25]([CH3:26])=[C:21]3[C:19]2=[O:20])[N:13]=1)[CH3:8]. The catalyst class is: 31. (7) Reactant: [F:1][C:2]([F:49])([F:48])[C:3]1[CH:4]=[C:5]([CH:41]=[C:42]([C:44]([F:47])([F:46])[F:45])[CH:43]=1)[CH2:6][N:7]([CH2:20][C:21]1[CH:22]=[CH:23][CH:24]=[C:25]2[C:29]=1[N:28]([CH2:30][CH2:31][CH2:32][CH2:33][CH2:34][CH2:35][C:36]([O:38]CC)=[O:37])[CH:27]=[CH:26]2)[C:8]1[N:13]=[CH:12][C:11]([N:14]2[CH2:19][CH2:18][O:17][CH2:16][CH2:15]2)=[CH:10][N:9]=1.[OH-].[Na+].Cl.C(OCC)(=O)C. Product: [F:48][C:2]([F:1])([F:49])[C:3]1[CH:4]=[C:5]([CH:41]=[C:42]([C:44]([F:47])([F:46])[F:45])[CH:43]=1)[CH2:6][N:7]([CH2:20][C:21]1[CH:22]=[CH:23][CH:24]=[C:25]2[C:29]=1[N:28]([CH2:30][CH2:31][CH2:32][CH2:33][CH2:34][CH2:35][C:36]([OH:38])=[O:37])[CH:27]=[CH:26]2)[C:8]1[N:13]=[CH:12][C:11]([N:14]2[CH2:19][CH2:18][O:17][CH2:16][CH2:15]2)=[CH:10][N:9]=1. The catalyst class is: 8.